Dataset: Forward reaction prediction with 1.9M reactions from USPTO patents (1976-2016). Task: Predict the product of the given reaction. (1) Given the reactants [OH:1][C@H:2]([C:9]1[N:10]=[C:11]([C:14](=O)[CH3:15])[NH:12][CH:13]=1)[C@H:3]([OH:8])[C@H:4]([OH:7])[CH2:5][OH:6].[C:17]([NH:20][NH2:21])(=[O:19])[CH3:18], predict the reaction product. The product is: [OH:1][C@H:2]([C:9]1[N:10]=[C:11]([C:14](=[N:21][NH:20][C:17](=[O:19])[CH3:18])[CH3:15])[NH:12][CH:13]=1)[C@H:3]([OH:8])[C@H:4]([OH:7])[CH2:5][OH:6]. (2) Given the reactants [NH:1]1[C:9]2[C:4](=[CH:5][CH:6]=[CH:7][CH:8]=2)[CH:3]=[CH:2]1.[H-].[Na+].Cl[CH2:13][CH:14]1[CH2:18][O:17][C:16]([CH3:20])([CH3:19])[O:15]1, predict the reaction product. The product is: [CH3:19][C:16]1([CH3:20])[O:15][CH:14]([CH2:13][N:1]2[C:9]3[C:4](=[CH:5][CH:6]=[CH:7][CH:8]=3)[CH:3]=[CH:2]2)[CH2:18][O:17]1. (3) Given the reactants [Br:1][C:2]1[CH:17]=[CH:16][C:5]2[N:6]=[C:7]([O:9][CH:10]3[CH2:15][CH2:14][NH:13][CH2:12][CH2:11]3)[S:8][C:4]=2[CH:3]=1.Cl[C:19]1[N:24]=[CH:23][C:22]([CH2:25][CH2:26][CH3:27])=[CH:21][N:20]=1.C([O-])([O-])=O.[K+].[K+], predict the reaction product. The product is: [Br:1][C:2]1[CH:17]=[CH:16][C:5]2[N:6]=[C:7]([O:9][CH:10]3[CH2:11][CH2:12][N:13]([C:19]4[N:24]=[CH:23][C:22]([CH2:25][CH2:26][CH3:27])=[CH:21][N:20]=4)[CH2:14][CH2:15]3)[S:8][C:4]=2[CH:3]=1. (4) Given the reactants [F:1][C:2]1[CH:20]=[CH:19][C:5]([CH2:6][CH2:7][C:8]2[C:9]([C:15]([O:17][CH3:18])=[O:16])=[N+:10]([O-])[CH:11]=[CH:12][CH:13]=2)=[CH:4][CH:3]=1.CN(C=[O:25])C, predict the reaction product. The product is: [F:1][C:2]1[CH:20]=[CH:19][C:5]([CH2:6][CH2:7][C:8]2[C:9]([C:15]([O:17][CH3:18])=[O:16])=[N:10][C:11]([OH:25])=[CH:12][CH:13]=2)=[CH:4][CH:3]=1. (5) Given the reactants [NH:1]1[C:5]2[CH:6]=[CH:7][C:8]([C:10]([OH:12])=O)=[CH:9][C:4]=2[N:3]=[CH:2]1.[CH3:13][C@@:14]12[C:23]3[CH:24]=[CH:25][CH:26]=[CH:27][C:22]=3[CH2:21][CH2:20][C@@H:19]1[NH:18][CH2:17][CH2:16][CH2:15]2.C[C@]12C3C=CC=CC=3CC[C@@H]1NCCC2, predict the reaction product. The product is: [NH:1]1[C:5]2[CH:6]=[CH:7][C:8]([C:10]([N:18]3[C@@H:19]4[C@@:14]([CH3:13])([C:23]5[CH:24]=[CH:25][CH:26]=[CH:27][C:22]=5[CH2:21][CH2:20]4)[CH2:15][CH2:16][CH2:17]3)=[O:12])=[CH:9][C:4]=2[N:3]=[CH:2]1. (6) Given the reactants Br[C:2]1[CH:3]=[C:4]([C:9]2[CH:14]=[CH:13][C:12]([C:15]([O:17][CH2:18][CH3:19])=[O:16])=[CH:11][CH:10]=2)[CH:5]=[CH:6][C:7]=1[OH:8].[C:20]([C:24]1[CH:25]=[C:26](B(O)O)[CH:27]=[CH:28][C:29]=1[N:30]([CH2:33][CH3:34])[CH2:31][CH3:32])([CH3:23])([CH3:22])[CH3:21].C(=O)([O-])[O-].[K+].[K+].O, predict the reaction product. The product is: [C:20]([C:24]1[CH:25]=[C:26]([C:2]2[CH:3]=[C:4]([C:9]3[CH:14]=[CH:13][C:12]([C:15]([O:17][CH2:18][CH3:19])=[O:16])=[CH:11][CH:10]=3)[CH:5]=[CH:6][C:7]=2[OH:8])[CH:27]=[CH:28][C:29]=1[N:30]([CH2:33][CH3:34])[CH2:31][CH3:32])([CH3:23])([CH3:21])[CH3:22]. (7) Given the reactants C(OC([N:8]([C:12]1[C:16]2[CH:17]=[C:18]([Cl:35])[C:19]([CH2:21][O:22][C:23]3[CH:34]=[CH:33][C:26]4[CH2:27][CH2:28][C:29]([CH3:32])([CH3:31])[O:30][C:25]=4[CH:24]=3)=[CH:20][C:15]=2[O:14][N:13]=1)C(=O)[O-])=O)(C)(C)C.FC(F)(F)C(O)=O.C([O-])([O-])=O.[Na+].[Na+], predict the reaction product. The product is: [Cl:35][C:18]1[C:19]([CH2:21][O:22][C:23]2[CH:24]=[C:25]3[C:26]([CH2:27][CH2:28][C:29]([CH3:32])([CH3:31])[O:30]3)=[CH:33][CH:34]=2)=[CH:20][C:15]2[O:14][N:13]=[C:12]([NH2:8])[C:16]=2[CH:17]=1. (8) Given the reactants [F:1][C:2]1[CH:7]=[C:6]([F:8])[CH:5]=[CH:4][C:3]=1[C:9]1[N:13]([CH2:14][CH2:15][NH2:16])[N:12]=[CH:11][C:10]=1[C:17]1[CH:18]=[CH:19][C:20]2[N:21]([C:23]([CH:26]([CH3:28])[CH3:27])=[N:24][N:25]=2)[N:22]=1.[C:29]1([C@@H:35]2[CH2:37][C@H:36]2[N:38]=[C:39]=[O:40])[CH:34]=[CH:33][CH:32]=[CH:31][CH:30]=1, predict the reaction product. The product is: [F:1][C:2]1[CH:7]=[C:6]([F:8])[CH:5]=[CH:4][C:3]=1[C:9]1[N:13]([CH2:14][CH2:15][NH:16][C:39]([NH:38][CH:36]2[CH2:37][CH:35]2[C:29]2[CH:34]=[CH:33][CH:32]=[CH:31][CH:30]=2)=[O:40])[N:12]=[CH:11][C:10]=1[C:17]1[CH:18]=[CH:19][C:20]2[N:21]([C:23]([CH:26]([CH3:28])[CH3:27])=[N:24][N:25]=2)[N:22]=1. (9) Given the reactants Cl.Cl[N:3]1[CH:12]=[CH:11][C:10]2[C:5](=[CH:6][CH:7]=[CH:8][CH:9]=2)[CH2:4]1.[C:13]([C:17]1[CH:23]=[CH:22][C:20]([NH2:21])=[CH:19][CH:18]=1)([CH3:16])([CH3:15])[CH3:14], predict the reaction product. The product is: [C:13]([C:17]1[CH:18]=[CH:19][C:20]([NH:21][C:4]2[C:5]3[C:10](=[CH:9][CH:8]=[CH:7][CH:6]=3)[CH:11]=[CH:12][N:3]=2)=[CH:22][CH:23]=1)([CH3:16])([CH3:14])[CH3:15]. (10) Given the reactants C(OC(=O)[CH:5]([C:14]#[N:15])[C:6]([CH:8]1[CH2:13][CH2:12][CH2:11][CH2:10][CH2:9]1)=[O:7])C, predict the reaction product. The product is: [CH:8]1([C:6](=[O:7])[CH2:5][C:14]#[N:15])[CH2:13][CH2:12][CH2:11][CH2:10][CH2:9]1.